This data is from Full USPTO retrosynthesis dataset with 1.9M reactions from patents (1976-2016). The task is: Predict the reactants needed to synthesize the given product. (1) Given the product [Cl:1][C:2]1[C:3]([F:12])=[C:4]([C:7]([OH:10])=[CH:8][CH:9]=1)[CH:5]=[O:6], predict the reactants needed to synthesize it. The reactants are: [Cl:1][C:2]1[C:3]([F:12])=[C:4]([C:7]([O:10]C)=[CH:8][CH:9]=1)[CH:5]=[O:6].B(Br)(Br)Br. (2) Given the product [Cl:18][C:17]1[CH:16]=[CH:15][N:14]2[C:13]([C:12]=1[CH3:11])=[C:19]([CH:22]1[CH2:24][CH2:23]1)[CH:20]=[C:26]([C:27]([O:29][CH3:30])=[O:28])[C:25]2=[O:31], predict the reactants needed to synthesize it. The reactants are: N1CCCCC1.C(O)(=O)C.[CH3:11][C:12]1[C:13]([CH:19]([CH:22]2[CH2:24][CH2:23]2)[CH:20]=O)=[N:14][CH:15]=[CH:16][C:17]=1[Cl:18].[C:25](OC)(=[O:31])[CH2:26][C:27]([O:29][CH3:30])=[O:28]. (3) Given the product [Cl:1][C:2]1[CH:3]=[C:4]([CH:14]=[CH:15][C:16]=1[CH2:17][NH:18][CH2:19][CH2:20][C:21]1[CH:22]=[CH:23][CH:24]=[CH:25][CH:26]=1)[O:5][C:6]1[CH:7]=[CH:8][C:9]([C:10]([NH2:11])=[O:30])=[CH:12][CH:13]=1, predict the reactants needed to synthesize it. The reactants are: [Cl:1][C:2]1[CH:3]=[C:4]([CH:14]=[CH:15][C:16]=1[CH2:17][NH:18][CH2:19][CH2:20][C:21]1[CH:26]=[CH:25][CH:24]=[CH:23][CH:22]=1)[O:5][C:6]1[CH:13]=[CH:12][C:9]([C:10]#[N:11])=[CH:8][CH:7]=1.OO.C(=O)([O-])[O-:30].[K+].[K+]. (4) Given the product [NH2:3][C:8]1[CH:9]=[CH:10][C:11]2[CH2:17][CH2:16][CH2:15][C:14](=[O:18])[N:13]([CH3:19])[C:12]=2[CH:20]=1, predict the reactants needed to synthesize it. The reactants are: CC1[N:3]([C:8]2[CH:9]=[CH:10][C:11]3[CH2:17][CH2:16][CH2:15][C:14](=[O:18])[N:13]([CH3:19])[C:12]=3[CH:20]=2)C(C)=CC=1.Cl.NO.C(N(CC)CC)C. (5) Given the product [CH3:12][O:11][C:3]1[CH:4]=[C:5]([N+:8]([O-:10])=[O:9])[CH:6]=[CH:7][C:2]=1[N:17]1[CH2:18][CH2:19][C@H:15]([NH:14][CH3:13])[CH2:16]1, predict the reactants needed to synthesize it. The reactants are: Cl[C:2]1[CH:7]=[CH:6][C:5]([N+:8]([O-:10])=[O:9])=[CH:4][C:3]=1[O:11][CH3:12].[CH3:13][NH:14][C@H:15]1[CH2:19][CH2:18][NH:17][CH2:16]1. (6) Given the product [Cl:1][C:2]1[C:11]([CH2:12][Cl:23])=[CH:10][C:9]2[C:4](=[CH:5][CH:6]=[C:7]([C:14]3[CH:19]=[CH:18][CH:17]=[CH:16][C:15]=3[CH3:20])[CH:8]=2)[N:3]=1, predict the reactants needed to synthesize it. The reactants are: [Cl:1][C:2]1[C:11]([CH2:12]O)=[CH:10][C:9]2[C:4](=[CH:5][CH:6]=[C:7]([C:14]3[CH:19]=[CH:18][CH:17]=[CH:16][C:15]=3[CH3:20])[CH:8]=2)[N:3]=1.S(Cl)([Cl:23])=O. (7) The reactants are: [Cl:1][C:2]1[CH:7]=[CH:6][C:5]([S:8]([C:11]2([C:25]3[CH:30]=[C:29]([F:31])[CH:28]=[CH:27][C:26]=3[F:32])[CH2:16][CH2:15][CH:14]([CH2:17][C:18](=[O:24])[CH2:19][S:20]([CH3:23])(=[O:22])=[O:21])[CH2:13][CH2:12]2)(=[O:10])=[O:9])=[CH:4][CH:3]=1.[H-].[Na+].[CH3:35]I. Given the product [Cl:1][C:2]1[CH:7]=[CH:6][C:5]([S:8]([C:11]2([C:25]3[CH:30]=[C:29]([F:31])[CH:28]=[CH:27][C:26]=3[F:32])[CH2:12][CH2:13][CH:14]([CH2:17][C:18](=[O:24])[CH:19]([S:20]([CH3:23])(=[O:22])=[O:21])[CH3:35])[CH2:15][CH2:16]2)(=[O:9])=[O:10])=[CH:4][CH:3]=1, predict the reactants needed to synthesize it. (8) Given the product [NH2:1][CH:2]([C:6]1[CH:33]=[C:9]2[CH2:10][N:11]([C:15]([O:17][CH2:18][C:19]3[CH:24]=[C:23]([C:25]([F:26])([F:28])[F:27])[CH:22]=[C:21]([C:29]([F:31])([F:32])[F:30])[CH:20]=3)=[O:16])[CH2:12][CH2:13][CH2:14][N:8]2[N:7]=1)[C:3]([OH:36])=[O:4], predict the reactants needed to synthesize it. The reactants are: [NH2:1][CH:2]([C:6]1[CH:33]=[C:9]2[CH2:10][N:11]([C:15]([O:17][CH2:18][C:19]3[CH:24]=[C:23]([C:25]([F:28])([F:27])[F:26])[CH:22]=[C:21]([C:29]([F:32])([F:31])[F:30])[CH:20]=3)=[O:16])[CH2:12][CH2:13][CH2:14][N:8]2[N:7]=1)[C:3](N)=[O:4].O.C(O)(C(F)(F)F)=[O:36]. (9) Given the product [CH3:21][N:20]([CH3:22])[CH:13]([C:14]1[CH:19]=[CH:18][CH:17]=[CH:16][CH:15]=1)[C:8]1[N:7]([C:1]2[CH:6]=[CH:5][CH:4]=[CH:3][CH:2]=2)[CH:11]=[CH:10][CH:9]=1, predict the reactants needed to synthesize it. The reactants are: [C:1]1([N:7]2[CH:11]=[CH:10][CH:9]=[CH:8]2)[CH:6]=[CH:5][CH:4]=[CH:3][CH:2]=1.[Cl-].[CH:13](=[N+:20]([CH3:22])[CH3:21])[C:14]1[CH:19]=[CH:18][CH:17]=[CH:16][CH:15]=1. (10) Given the product [O:1]1[C:5]2([CH2:10][CH2:9][CH:8]([NH2:11])[CH2:7][CH2:6]2)[O:4][CH2:3][CH2:2]1, predict the reactants needed to synthesize it. The reactants are: [O:1]1[C:5]2([CH2:10][CH2:9][CH:8]([NH:11]C(=O)OCC3C=CC=CC=3)[CH2:7][CH2:6]2)[O:4][CH2:3][CH2:2]1.